The task is: Predict the reaction yield, written as a fraction of the theoretical maximum amount of product (1.0 means a 100% yield; for example, 0.34 means a 34% yield).. This data is from Reaction yield outcomes from USPTO patents with 853,638 reactions. (1) The reactants are Br[C:2]1[C:6]([CH3:7])=[CH:5][S:4][CH:3]=1.[CH:8]([C:10]1[CH:15]=[CH:14][CH:13]=[CH:12][C:11]=1B(O)O)=[O:9].C(#N)C.C(=O)([O-])[O-].[Na+].[Na+]. The catalyst is Cl[Pd](Cl)([P](C1C=CC=CC=1)(C1C=CC=CC=1)C1C=CC=CC=1)[P](C1C=CC=CC=1)(C1C=CC=CC=1)C1C=CC=CC=1.C(OCC)(=O)C. The product is [CH3:7][C:6]1[C:2]([C:11]2[CH:12]=[CH:13][CH:14]=[CH:15][C:10]=2[CH:8]=[O:9])=[CH:3][S:4][CH:5]=1. The yield is 0.780. (2) The reactants are [Br:1][C:2]1[CH:3]=[C:4]([NH:10][C:11]2[CH:15]=[C:14]([CH2:16][CH3:17])[NH:13][N:12]=2)[C:5](=[O:9])[N:6]([CH3:8])[CH:7]=1.[H-].[Na+].I[CH3:21]. The catalyst is CN(C=O)C. The product is [Br:1][C:2]1[CH:3]=[C:4]([NH:10][C:11]2[CH:15]=[C:14]([CH2:16][CH3:17])[N:13]([CH3:21])[N:12]=2)[C:5](=[O:9])[N:6]([CH3:8])[CH:7]=1. The yield is 0.580.